This data is from Reaction yield outcomes from USPTO patents with 853,638 reactions. The task is: Predict the reaction yield, written as a fraction of the theoretical maximum amount of product (1.0 means a 100% yield; for example, 0.34 means a 34% yield). (1) The reactants are [CH:1]12[O:8][CH:5]([CH2:6][CH2:7]1)[CH2:4][N:3]([C:9]1[CH:14]=[CH:13][N:12]=[C:11]3[N:15]([CH3:20])[CH:16]=[C:17]([CH:18]=O)[C:10]=13)[CH2:2]2.[OH:21][C:22]1[C:27]2[C:28](=[O:31])[CH2:29][O:30][C:26]=2[CH:25]=[C:24]([OH:32])[CH:23]=1.Cl. The catalyst is C(O)C. The product is [OH:21][C:22]1[C:27]2[C:28](=[O:31])/[C:29](=[CH:18]/[C:17]3[C:10]4[C:11](=[N:12][CH:13]=[CH:14][C:9]=4[N:3]4[CH2:4][CH:5]5[O:8][CH:1]([CH2:7][CH2:6]5)[CH2:2]4)[N:15]([CH3:20])[CH:16]=3)/[O:30][C:26]=2[CH:25]=[C:24]([OH:32])[CH:23]=1. The yield is 0.740. (2) The yield is 0.130. The product is [CH3:1][C:2]1[N:7]=[C:6]([C:8]2[N:13]=[CH:12][C:11]3[CH:14]=[N:15][N:16]([C:17]4[CH:18]=[CH:19][CH:20]=[C:21]([CH:23]5[CH2:28][CH2:27][NH:26][CH2:25][CH2:24]5)[N:22]=4)[C:10]=3[CH:9]=2)[CH:5]=[N:4][CH:3]=1. The catalyst is Cl. The reactants are [CH3:1][C:2]1[N:7]=[C:6]([C:8]2[N:13]=[CH:12][C:11]3[CH:14]=[N:15][N:16]([C:17]4[N:22]=[C:21]([CH:23]5[CH2:28][CH2:27][N:26](C(OC(C)(C)C)=O)[CH2:25][CH2:24]5)[CH:20]=[CH:19][CH:18]=4)[C:10]=3[CH:9]=2)[CH:5]=[N:4][CH:3]=1.O1CCOCC1. (3) The reactants are [CH2:1]([Li])[CH2:2][CH2:3]C.[B:6]([O:15][CH:16]([CH3:18])C)([O:11]C(C)C)OC(C)C.Cl.[C:20]([O:23][CH2:24][CH3:25])(=O)[CH3:21].[O:26]1CCC[CH2:27]1. The catalyst is O. The product is [OH:26][CH2:27][CH2:25][CH2:24][O:23][C:20]1[C:21]2[B:6]([OH:11])[O:15][CH2:16][C:18]=2[CH:3]=[CH:2][CH:1]=1. The yield is 0.430. (4) The reactants are [CH3:1][C:2]1[CH:7]=[C:6]([CH3:8])[NH:5][C:4](=[O:9])[C:3]=1[CH2:10][NH:11][C:12]([C:14]1[C:15]2[CH:32]=[N:31][N:30]([CH:33]3[CH2:38][CH2:37][NH:36][CH2:35][CH2:34]3)[C:16]=2[N:17]=[C:18]([C:20]2[CH2:21][C:22]([CH3:29])([CH3:28])[NH:23][C:24]([CH3:27])([CH3:26])[CH:25]=2)[CH:19]=1)=[O:13].C([O-])([O-])=O.[K+].[K+].[CH2:45](Br)[C:46]1[CH:51]=[CH:50][CH:49]=[CH:48][CH:47]=1.O. The catalyst is CN(C=O)C.C(Cl)Cl. The product is [CH2:45]([N:36]1[CH2:37][CH2:38][CH:33]([N:30]2[C:16]3[N:17]=[C:18]([C:20]4[CH2:21][C:22]([CH3:28])([CH3:29])[NH:23][C:24]([CH3:26])([CH3:27])[CH:25]=4)[CH:19]=[C:14]([C:12]([NH:11][CH2:10][C:3]4[C:4](=[O:9])[NH:5][C:6]([CH3:8])=[CH:7][C:2]=4[CH3:1])=[O:13])[C:15]=3[CH:32]=[N:31]2)[CH2:34][CH2:35]1)[C:46]1[CH:51]=[CH:50][CH:49]=[CH:48][CH:47]=1. The yield is 0.213.